From a dataset of Forward reaction prediction with 1.9M reactions from USPTO patents (1976-2016). Predict the product of the given reaction. Given the reactants [OH:1][C:2]1[CH:10]=[CH:9][CH:8]=[C:7]2[C:3]=1[CH:4]=[CH:5][N:6]2[CH3:11].[CH3:12][O:13][C:14]1[CH:15]=[C:16]([CH:19]=[CH:20][CH:21]=1)[CH:17]=O.[C:22](#[N:26])[CH2:23][C:24]#[N:25], predict the reaction product. The product is: [NH2:26][C:22]1[O:1][C:2]2[C:10]([CH:17]([C:16]3[CH:19]=[CH:20][CH:21]=[C:14]([O:13][CH3:12])[CH:15]=3)[C:23]=1[C:24]#[N:25])=[CH:9][CH:8]=[C:7]1[N:6]([CH3:11])[CH:5]=[CH:4][C:3]=21.